Dataset: Reaction yield outcomes from USPTO patents with 853,638 reactions. Task: Predict the reaction yield, written as a fraction of the theoretical maximum amount of product (1.0 means a 100% yield; for example, 0.34 means a 34% yield). (1) The product is [N:1]1[CH:11]=[CH:12][N:3]2[CH:4]=[C:5]([C:6]#[N:7])[CH:8]=[CH:9][C:2]=12. The catalyst is CC#N. The reactants are [NH2:1][C:2]1[CH:9]=[CH:8][C:5]([C:6]#[N:7])=[CH:4][N:3]=1.Cl[CH2:11][CH:12]=O. The yield is 0.950. (2) The reactants are [Br:1][C:2]1[C:9]([OH:10])=[CH:8][CH:7]=[CH:6][C:3]=1[CH:4]=[O:5].CS(O[CH2:16][CH2:17][CH2:18][NH:19][C:20]([O:22][C:23]([CH3:26])([CH3:25])[CH3:24])=[O:21])(=O)=O.C([O-])([O-])=O.[Cs+].[Cs+]. The catalyst is CN(C=O)C. The product is [Br:1][C:2]1[C:3]([CH:4]=[O:5])=[CH:6][CH:7]=[CH:8][C:9]=1[O:10][CH2:16][CH2:17][CH2:18][NH:19][C:20](=[O:21])[O:22][C:23]([CH3:26])([CH3:25])[CH3:24]. The yield is 0.810. (3) The reactants are [N:1]1[CH:6]=[CH:5][CH:4]=[CH:3][C:2]=1[NH:7][CH2:8][CH2:9][CH2:10][O:11][C:12]1[CH:13]=[C:14]2[C:18](=[CH:19][CH:20]=1)[NH:17][C:16]([CH2:21][CH:22]([CH2:27][CH2:28][CH3:29])[C:23]([O:25]C)=[O:24])=[CH:15]2.[OH-].[Na+]. The catalyst is CO.O. The product is [N:1]1[CH:6]=[CH:5][CH:4]=[CH:3][C:2]=1[NH:7][CH2:8][CH2:9][CH2:10][O:11][C:12]1[CH:13]=[C:14]2[C:18](=[CH:19][CH:20]=1)[NH:17][C:16]([CH2:21][CH:22]([CH2:27][CH2:28][CH3:29])[C:23]([OH:25])=[O:24])=[CH:15]2. The yield is 0.850. (4) The reactants are [Br:1][C:2]1[C:7]([N+:8]([O-])=O)=[CH:6][C:5]([Br:11])=[CH:4][N:3]=1.CCCCCC. The catalyst is C(O)(=O)C.[Fe]. The product is [Br:1][C:2]1[C:7]([NH2:8])=[CH:6][C:5]([Br:11])=[CH:4][N:3]=1. The yield is 0.760. (5) The reactants are [CH2:1]([CH:8]1[C:14](=[O:15])[CH2:13][CH:12]2[CH2:16][CH:9]1[CH2:10][CH2:11]2)[C:2]1[CH:7]=[CH:6][CH:5]=[CH:4][N:3]=1.CC([O-])(C)C.[K+].C1COCC1.[N:28](OCCC(C)C)=[O:29].Cl. The catalyst is C1COCC1. The product is [CH2:1]([CH:8]1[C:14](=[O:15])[C:13](=[N:28][OH:29])[CH:12]2[CH2:16][CH:9]1[CH2:10][CH2:11]2)[C:2]1[CH:7]=[CH:6][CH:5]=[CH:4][N:3]=1. The yield is 0.410. (6) The reactants are [N+:1]([C:4]1[CH:12]=[CH:11][CH:10]=[C:9]2[C:5]=1[CH:6]=[N:7][NH:8]2)([O-])=O. The catalyst is [Pd].CCO. The product is [NH2:1][C:4]1[CH:12]=[CH:11][CH:10]=[C:9]2[C:5]=1[CH:6]=[N:7][NH:8]2. The yield is 0.700. (7) The reactants are [Br:1][CH2:2][CH2:3][CH2:4][CH2:5][CH2:6][CH2:7][CH2:8][CH2:9]C=O.[CH3:12][O:13][CH:14](OC)[O:15][CH3:16].Cl. The catalyst is O1CCOCC1.C(=O)(O)[O-].[Na+].CO. The product is [Br:1][CH2:2][CH2:3][CH2:4][CH2:5][CH2:6][CH2:7][CH2:8][CH2:9][CH:14]([O:15][CH3:16])[O:13][CH3:12]. The yield is 0.970. (8) The reactants are C([O-])([O-])=O.[Cs+].[Cs+].[Br:7][C:8]1[CH:13]=[CH:12][C:11]([CH:14]([OH:19])[C:15]([F:18])([F:17])[F:16])=[C:10]([F:20])[CH:9]=1.[NH2:21][C:22]1[N:27]=[C:26]([C:28]2[CH:33]=[CH:32][C:31]([CH2:34][C@H:35]([NH:39][C:40]([O:42][C:43]([CH3:46])([CH3:45])[CH3:44])=[O:41])[C:36]([OH:38])=[O:37])=[CH:30][CH:29]=2)[CH:25]=[C:24](Cl)[N:23]=1.O. The yield is 0.820. The product is [NH2:21][C:22]1[N:27]=[C:26]([C:28]2[CH:33]=[CH:32][C:31]([CH2:34][C@H:35]([NH:39][C:40]([O:42][C:43]([CH3:46])([CH3:45])[CH3:44])=[O:41])[C:36]([OH:38])=[O:37])=[CH:30][CH:29]=2)[CH:25]=[C:24]([O:19][CH:14]([C:11]2[CH:12]=[CH:13][C:8]([Br:7])=[CH:9][C:10]=2[F:20])[C:15]([F:18])([F:17])[F:16])[N:23]=1. The catalyst is O1CCOCC1.C(OCC)(=O)C.